This data is from Peptide-MHC class II binding affinity with 134,281 pairs from IEDB. The task is: Regression. Given a peptide amino acid sequence and an MHC pseudo amino acid sequence, predict their binding affinity value. This is MHC class II binding data. The peptide sequence is GELQIVDKIDAAFKK. The MHC is DRB1_0404 with pseudo-sequence DRB1_0404. The binding affinity (normalized) is 0.554.